From a dataset of NCI-60 drug combinations with 297,098 pairs across 59 cell lines. Regression. Given two drug SMILES strings and cell line genomic features, predict the synergy score measuring deviation from expected non-interaction effect. (1) Cell line: NCI-H522. Synergy scores: CSS=18.6, Synergy_ZIP=-6.57, Synergy_Bliss=-0.302, Synergy_Loewe=-2.36, Synergy_HSA=-0.540. Drug 1: C1=CC(=CC=C1CCCC(=O)O)N(CCCl)CCCl. Drug 2: CC1=C(C=C(C=C1)NC(=O)C2=CC=C(C=C2)CN3CCN(CC3)C)NC4=NC=CC(=N4)C5=CN=CC=C5. (2) Drug 1: C1=CC(=C2C(=C1NCCNCCO)C(=O)C3=C(C=CC(=C3C2=O)O)O)NCCNCCO. Drug 2: C1=NC2=C(N=C(N=C2N1C3C(C(C(O3)CO)O)O)F)N. Cell line: TK-10. Synergy scores: CSS=27.7, Synergy_ZIP=-0.0332, Synergy_Bliss=-4.10, Synergy_Loewe=-17.0, Synergy_HSA=-2.39. (3) Drug 1: CC12CCC3C(C1CCC2=O)CC(=C)C4=CC(=O)C=CC34C. Drug 2: CS(=O)(=O)CCNCC1=CC=C(O1)C2=CC3=C(C=C2)N=CN=C3NC4=CC(=C(C=C4)OCC5=CC(=CC=C5)F)Cl. Cell line: HT29. Synergy scores: CSS=39.5, Synergy_ZIP=2.13, Synergy_Bliss=4.18, Synergy_Loewe=0.950, Synergy_HSA=0.410. (4) Drug 1: CC1OCC2C(O1)C(C(C(O2)OC3C4COC(=O)C4C(C5=CC6=C(C=C35)OCO6)C7=CC(=C(C(=C7)OC)O)OC)O)O. Drug 2: CN(C)C1=NC(=NC(=N1)N(C)C)N(C)C. Cell line: HCT116. Synergy scores: CSS=55.6, Synergy_ZIP=1.82, Synergy_Bliss=0.797, Synergy_Loewe=-45.9, Synergy_HSA=1.38. (5) Drug 1: CC12CCC3C(C1CCC2O)C(CC4=C3C=CC(=C4)O)CCCCCCCCCS(=O)CCCC(C(F)(F)F)(F)F. Drug 2: C1=CN(C=N1)CC(O)(P(=O)(O)O)P(=O)(O)O. Cell line: HL-60(TB). Synergy scores: CSS=-4.35, Synergy_ZIP=1.62, Synergy_Bliss=-2.11, Synergy_Loewe=-2.94, Synergy_HSA=-5.71. (6) Drug 1: CCC1=C2CN3C(=CC4=C(C3=O)COC(=O)C4(CC)O)C2=NC5=C1C=C(C=C5)O. Drug 2: CS(=O)(=O)OCCCCOS(=O)(=O)C. Cell line: A549. Synergy scores: CSS=25.8, Synergy_ZIP=-3.72, Synergy_Bliss=1.89, Synergy_Loewe=2.86, Synergy_HSA=3.52. (7) Drug 1: COC1=NC(=NC2=C1N=CN2C3C(C(C(O3)CO)O)O)N. Drug 2: CC1CCC2CC(C(=CC=CC=CC(CC(C(=O)C(C(C(=CC(C(=O)CC(OC(=O)C3CCCCN3C(=O)C(=O)C1(O2)O)C(C)CC4CCC(C(C4)OC)O)C)C)O)OC)C)C)C)OC. Cell line: PC-3. Synergy scores: CSS=-5.56, Synergy_ZIP=1.93, Synergy_Bliss=-1.19, Synergy_Loewe=-8.36, Synergy_HSA=-6.44. (8) Drug 1: CC12CCC(CC1=CCC3C2CCC4(C3CC=C4C5=CN=CC=C5)C)O. Drug 2: CNC(=O)C1=NC=CC(=C1)OC2=CC=C(C=C2)NC(=O)NC3=CC(=C(C=C3)Cl)C(F)(F)F. Cell line: CAKI-1. Synergy scores: CSS=67.7, Synergy_ZIP=19.1, Synergy_Bliss=19.8, Synergy_Loewe=19.5, Synergy_HSA=21.1.